From a dataset of Full USPTO retrosynthesis dataset with 1.9M reactions from patents (1976-2016). Predict the reactants needed to synthesize the given product. (1) Given the product [F:1][C:2]1[CH:28]=[C:27]([F:29])[CH:26]=[CH:25][C:3]=1[O:4][C:5]1[CH:10]=[CH:9][C:8]([N:11]([CH3:32])[S:12]([CH3:15])(=[O:13])=[O:14])=[CH:7][C:6]=1[C:16]1[CH:21]=[C:20]([CH3:22])[C:19](=[O:23])[N:18]([CH3:24])[CH:17]=1, predict the reactants needed to synthesize it. The reactants are: [F:1][C:2]1[CH:28]=[C:27]([F:29])[CH:26]=[CH:25][C:3]=1[O:4][C:5]1[CH:10]=[CH:9][C:8]([NH:11][S:12]([CH3:15])(=[O:14])=[O:13])=[CH:7][C:6]=1[C:16]1[CH:21]=[C:20]([CH3:22])[C:19](=[O:23])[N:18]([CH3:24])[CH:17]=1.[H-].[Na+].[CH3:32]I. (2) Given the product [C:4]([O:6][CH2:14][C:13](=[O:16])[N:12]([O:23][CH3:22])[CH3:11])(=[O:5])/[CH:3]=[CH:2]/[C:1]([O:8][CH3:9])=[O:7], predict the reactants needed to synthesize it. The reactants are: [C:1]([O:8][CH3:9])(=[O:7])/[CH:2]=[CH:3]/[C:4]([OH:6])=[O:5].O[CH2:11][NH:12][C:13](=[O:16])[CH2:14]Cl.CN1[C:22](=[O:23])CCC1. (3) Given the product [F:31][C:32]1[N:33]=[CH:34][C:35]([CH2:38][O:6][C:7]2[CH:12]=[CH:11][N:10]([C:13]3[CH:14]=[CH:15][C:16]([O:19][CH2:20][CH2:21][N:22]4[CH2:23][CH2:24][CH2:25][CH2:26][CH2:27]4)=[CH:17][CH:18]=3)[C:9](=[O:28])[CH:8]=2)=[CH:36][CH:37]=1, predict the reactants needed to synthesize it. The reactants are: CN(C=O)C.[OH:6][C:7]1[CH:12]=[CH:11][N:10]([C:13]2[CH:18]=[CH:17][C:16]([O:19][CH2:20][CH2:21][N:22]3[CH2:27][CH2:26][CH2:25][CH2:24][CH2:23]3)=[CH:15][CH:14]=2)[C:9](=[O:28])[CH:8]=1.[H-].[Na+].[F:31][C:32]1[CH:37]=[CH:36][C:35]([CH2:38]OS(C)(=O)=O)=[CH:34][N:33]=1. (4) Given the product [CH2:1]([O:3][C:4]1[C:13]([NH:14][C:15]([N:37]2[CH2:36][CH2:35][N:34]([C:28]3[CH:27]=[C:26]([O:25][CH3:24])[CH:31]=[C:30]([O:32][CH3:33])[CH:29]=3)[CH2:39][CH2:38]2)=[O:23])=[N:12][C:11]2[C:6](=[CH:7][CH:8]=[CH:9][CH:10]=2)[N:5]=1)[CH3:2], predict the reactants needed to synthesize it. The reactants are: [CH2:1]([O:3][C:4]1[C:13]([NH:14][C:15](=[O:23])OC2C=CC=CC=2)=[N:12][C:11]2[C:6](=[CH:7][CH:8]=[CH:9][CH:10]=2)[N:5]=1)[CH3:2].[CH3:24][O:25][C:26]1[CH:27]=[C:28]([N:34]2[CH2:39][CH2:38][NH:37][CH2:36][CH2:35]2)[CH:29]=[C:30]([O:32][CH3:33])[CH:31]=1. (5) Given the product [OH:21][CH:20]([C:2]1[CH:7]=[CH:6][N:5]=[C:4]([S:8][CH3:9])[N:3]=1)[C:19]1[CH:18]=[C:17]([CH:24]=[CH:23][CH:22]=1)[C:15]#[N:16], predict the reactants needed to synthesize it. The reactants are: I[C:2]1[CH:7]=[CH:6][N:5]=[C:4]([S:8][CH3:9])[N:3]=1.C([Mg]Cl)(C)C.[C:15]([C:17]1[CH:18]=[C:19]([CH:22]=[CH:23][CH:24]=1)[CH:20]=[O:21])#[N:16]. (6) Given the product [ClH:1].[ClH:1].[NH2:31][CH2:30][CH2:29][CH2:28][N:14]1[C:13]2[CH:39]=[C:9]([C:7]([N:6]([CH2:5][CH2:4][CH:3]([CH3:2])[CH3:45])[CH2:40][CH2:41][CH:42]([CH3:44])[CH3:43])=[O:8])[CH:10]=[CH:11][C:12]=2[N:16]=[C:15]1[NH:17][C:18]1[CH:27]=[CH:26][C:21]([C:22]([O:24][CH3:25])=[O:23])=[CH:20][CH:19]=1, predict the reactants needed to synthesize it. The reactants are: [ClH:1].[CH3:2][CH:3]([CH3:45])[CH2:4][CH2:5][N:6]([CH2:40][CH2:41][CH:42]([CH3:44])[CH3:43])[C:7]([C:9]1[CH:10]=[CH:11][C:12]2[N:16]=[C:15]([NH:17][C:18]3[CH:27]=[CH:26][C:21]([C:22]([O:24][CH3:25])=[O:23])=[CH:20][CH:19]=3)[N:14]([CH2:28][CH2:29][CH2:30][NH:31]C(OC(C)(C)C)=O)[C:13]=2[CH:39]=1)=[O:8].